From a dataset of Reaction yield outcomes from USPTO patents with 853,638 reactions. Predict the reaction yield, written as a fraction of the theoretical maximum amount of product (1.0 means a 100% yield; for example, 0.34 means a 34% yield). The reactants are CC([O-])(C)C.[K+].CS(O[CH2:12][C:13]1[N:14]([C:22]([O:24][C:25]([CH3:28])([CH3:27])[CH3:26])=[O:23])[C:15]2[C:20]([CH:21]=1)=[CH:19][CH:18]=[CH:17][CH:16]=2)(=O)=O.[O:29]1[CH2:34][CH2:33][CH:32]([NH:35][C:36]2[N:41]=[C:40]([C:42]3[CH:47]=[CH:46][NH:45][C:44](=[O:48])[CH:43]=3)[CH:39]=[CH:38][N:37]=2)[CH2:31][CH2:30]1.O. The catalyst is [N+](CCCC)(CCCC)(CCCC)CCCC.[I-].C1COCC1.ClCCl.CC#N. The product is [O:48]=[C:44]1[CH:43]=[C:42]([C:40]2[CH:39]=[CH:38][N:37]=[C:36]([NH:35][CH:32]3[CH2:33][CH2:34][O:29][CH2:30][CH2:31]3)[N:41]=2)[CH:47]=[CH:46][N:45]1[CH2:12][C:13]1[N:14]([C:22]([O:24][C:25]([CH3:28])([CH3:27])[CH3:26])=[O:23])[C:15]2[C:20]([CH:21]=1)=[CH:19][CH:18]=[CH:17][CH:16]=2. The yield is 0.260.